Predict the product of the given reaction. From a dataset of Forward reaction prediction with 1.9M reactions from USPTO patents (1976-2016). (1) Given the reactants COC(=O)[C@H]([O:11][C:12]1[C:13](=[O:45])[N:14]([C:38]2[N:39]=[N:40][C:41]([CH3:44])=[CH:42][CH:43]=2)[C@@H:15]([C:28]2[CH:33]=[CH:32][C:31]([C:34]([F:37])([F:36])[CH3:35])=[CH:30][CH:29]=2)[C:16]=1[C:17](=[O:27])[C:18]1[CH:23]=[CH:22][C:21]([CH:24]([CH3:26])[CH3:25])=[CH:20][CH:19]=1)C1C=CC=CC=1, predict the reaction product. The product is: [F:37][C:34]([C:31]1[CH:30]=[CH:29][C:28]([C@@H:15]2[N:14]([C:38]3[N:39]=[N:40][C:41]([CH3:44])=[CH:42][CH:43]=3)[C:13](=[O:45])[C:12]([OH:11])=[C:16]2[C:17](=[O:27])[C:18]2[CH:19]=[CH:20][C:21]([CH:24]([CH3:25])[CH3:26])=[CH:22][CH:23]=2)=[CH:33][CH:32]=1)([F:36])[CH3:35]. (2) Given the reactants C(NC(C)C)(C)C.C([Li])CCC.CCCCCC.[Li+].CC([N-]C(C)C)C.C1C[O:30][CH2:29]C1.[Br:32][C:33]1[CH:38]=[CH:37][C:36]([O:39][CH3:40])=[C:35]([F:41])[CH:34]=1.CN(C=O)C.[Cl-].[NH4+], predict the reaction product. The product is: [Br:32][C:33]1[C:34]([CH:29]=[O:30])=[C:35]([F:41])[C:36]([O:39][CH3:40])=[CH:37][CH:38]=1. (3) Given the reactants [OH:1][CH:2]1[CH2:7][CH2:6][CH2:5][CH2:4][CH:3]1[NH:8][C:9](=[O:18])[O:10][CH2:11][C:12]1[CH:17]=[CH:16][CH:15]=[CH:14][CH:13]=1.CC(C)=O.OS(O)(=O)=O.O=[Cr](=O)=O.C(=O)([O-])[O-].[Na+].[Na+].C(=O)(O)[O-].[Na+], predict the reaction product. The product is: [O:1]=[C:2]1[CH2:7][CH2:6][CH2:5][CH2:4][CH:3]1[NH:8][C:9](=[O:18])[O:10][CH2:11][C:12]1[CH:13]=[CH:14][CH:15]=[CH:16][CH:17]=1. (4) Given the reactants Cl.[CH:2]1([CH2:5][NH:6][C@@H:7]2[CH2:9][C@H:8]2[C:10]2[CH:15]=[CH:14][C:13]([NH:16][C:17]([C:19]3[CH:24]=[CH:23][C:22]([C:25]4[CH:30]=[CH:29][CH:28]=[CH:27][CH:26]=4)=[CH:21][CH:20]=3)=[O:18])=[CH:12][CH:11]=2)[CH2:4][CH2:3]1.[CH2:31](N(CC)CC)C.[C:38](O[C:38]([O:40][C:41]([CH3:44])([CH3:43])[CH3:42])=[O:39])([O:40][C:41]([CH3:44])([CH3:43])[CH3:42])=[O:39].O, predict the reaction product. The product is: [C:22]1([C:25]2[CH:30]=[CH:29][CH:28]=[CH:27][CH:26]=2)[CH:21]=[CH:20][C:19]([C:17]([N:16]([CH3:31])[C:13]2[CH:14]=[CH:15][C:10]([C@@H:8]3[CH2:9][C@H:7]3[N:6]([CH2:5][CH:2]3[CH2:4][CH2:3]3)[C:38](=[O:39])[O:40][C:41]([CH3:44])([CH3:43])[CH3:42])=[CH:11][CH:12]=2)=[O:18])=[CH:24][CH:23]=1. (5) Given the reactants Cl[C:2]1[CH:3]=[C:4]([C:9]2[N:13]3[CH:14]=[CH:15][C:16]([C:19]([OH:22])([CH3:21])[CH3:20])=[C:17]([F:18])[C:12]3=[N:11][CH:10]=2)[CH:5]=[CH:6][C:7]=1[F:8].[CH3:23][O:24][C:25]1[N:30]=[CH:29][C:28](B(O)O)=[CH:27][N:26]=1, predict the reaction product. The product is: [F:18][C:17]1[C:12]2[N:13]([C:9]([C:4]3[CH:5]=[CH:6][C:7]([F:8])=[C:2]([C:28]4[CH:27]=[N:26][C:25]([O:24][CH3:23])=[N:30][CH:29]=4)[CH:3]=3)=[CH:10][N:11]=2)[CH:14]=[CH:15][C:16]=1[C:19]([OH:22])([CH3:21])[CH3:20]. (6) Given the reactants Cl.[CH:2]1[C:14]2[NH:13][C:12]3[C:7](=[CH:8][CH:9]=[CH:10][CH:11]=3)[C:6]=2[CH:5]=[CH:4][C:3]=1[O:15][CH2:16][CH2:17][NH:18][CH2:19][CH:20]([C:22]1[CH:23]=[CH:24][C:25]([O:32]CC2C=CC=CC=2)=[C:26]([NH:28][C:29]([NH2:31])=[O:30])[CH:27]=1)[OH:21].CO.C(Cl)(Cl)[Cl:43], predict the reaction product. The product is: [ClH:43].[CH:2]1[C:14]2[NH:13][C:12]3[C:7](=[CH:8][CH:9]=[CH:10][CH:11]=3)[C:6]=2[CH:5]=[CH:4][C:3]=1[O:15][CH2:16][CH2:17][NH:18][CH2:19][CH:20]([C:22]1[CH:23]=[CH:24][C:25]([OH:32])=[C:26]([NH:28][C:29]([NH2:31])=[O:30])[CH:27]=1)[OH:21]. (7) Given the reactants C(=O)([O-])[O-].[K+].[K+].[OH:7][C:8]1[CH:9]=[C:10]([NH:15][C:16](=[O:23])[C:17]2[CH:22]=[CH:21][CH:20]=[CH:19][CH:18]=2)[CH:11]=[CH:12][C:13]=1[CH3:14].[CH2:24]([O:26][C:27]([C:29]1[C:30]2[S:38][CH:37]=[C:36]([CH2:39]Br)[C:31]=2[C:32]([Cl:35])=[N:33][CH:34]=1)=[O:28])[CH3:25], predict the reaction product. The product is: [CH2:24]([O:26][C:27]([C:29]1[C:30]2[S:38][CH:37]=[C:36]([CH2:39][O:7][C:8]3[CH:9]=[C:10]([NH:15][C:16](=[O:23])[C:17]4[CH:18]=[CH:19][CH:20]=[CH:21][CH:22]=4)[CH:11]=[CH:12][C:13]=3[CH3:14])[C:31]=2[C:32]([Cl:35])=[N:33][CH:34]=1)=[O:28])[CH3:25]. (8) Given the reactants [F:1][C:2]([F:7])([F:6])[C:3]([OH:5])=[O:4].FC(F)(F)C(O)=O.[NH2:15][CH2:16][C:17]([NH:19][C:20]1[CH:21]=[CH:22][C:23]2[NH:24][C:25]3[N:41]=[C:29]([NH:30][C:31]4[CH:32]=[CH:33][CH:34]=[C:35]([CH:40]=4)[CH2:36][CH2:37][C:38]=1[CH:39]=2)[N:28]=[CH:27][C:26]=3[Cl:42])=[O:18].[C:43]1([N:49]=[C:50]=[O:51])[CH:48]=[CH:47][CH:46]=[CH:45][CH:44]=1, predict the reaction product. The product is: [F:1][C:2]([F:7])([F:6])[C:3]([OH:5])=[O:4].[NH:49]([C:50]([NH:15][CH2:16][C:17]([NH:19][C:20]1[CH:21]=[CH:22][C:23]2[NH:24][C:25]3[N:41]=[C:29]([NH:30][C:31]4[CH:32]=[CH:33][CH:34]=[C:35]([CH:40]=4)[CH2:36][CH2:37][C:38]=1[CH:39]=2)[N:28]=[CH:27][C:26]=3[Cl:42])=[O:18])=[O:51])[C:43]1[CH:48]=[CH:47][CH:46]=[CH:45][CH:44]=1. (9) Given the reactants Br[C:2]1[CH:20]=[CH:19][C:5]([C:6]([N:8]([CH2:10][C:11]2[CH:16]=[CH:15][CH:14]=[C:13]([O:17][CH3:18])[CH:12]=2)[CH3:9])=[O:7])=[CH:4][CH:3]=1.[CH3:21][O:22][C:23]1[CH:24]=[C:25](B(O)O)[CH:26]=[CH:27][CH:28]=1, predict the reaction product. The product is: [CH3:21][O:22][C:23]1[CH:28]=[C:27]([C:2]2[CH:20]=[CH:19][C:5]([C:6]([N:8]([CH2:10][C:11]3[CH:16]=[CH:15][CH:14]=[C:13]([O:17][CH3:18])[CH:12]=3)[CH3:9])=[O:7])=[CH:4][CH:3]=2)[CH:26]=[CH:25][CH:24]=1. (10) Given the reactants [CH:1]([C:3]1[CH:8]=[CH:7][CH:6]=[CH:5][C:4]=1[CH:9]1[CH2:14][CH2:13][N:12]([C:15]([O:17][C:18]([CH3:21])([CH3:20])[CH3:19])=[O:16])[CH2:11][CH2:10]1)=O.[CH3:22][C:23]([CH3:28])([CH3:27])[CH2:24][CH2:25][NH2:26], predict the reaction product. The product is: [CH3:22][C:23]([CH3:28])([CH3:27])[CH2:24][CH2:25]/[N:26]=[CH:1]/[C:3]1[CH:8]=[CH:7][CH:6]=[CH:5][C:4]=1[CH:9]1[CH2:14][CH2:13][N:12]([C:15]([O:17][C:18]([CH3:21])([CH3:20])[CH3:19])=[O:16])[CH2:11][CH2:10]1.